This data is from TCR-epitope binding with 47,182 pairs between 192 epitopes and 23,139 TCRs. The task is: Binary Classification. Given a T-cell receptor sequence (or CDR3 region) and an epitope sequence, predict whether binding occurs between them. (1) The epitope is RAKFKQLL. The TCR CDR3 sequence is CSVGAGEDDEQYF. Result: 1 (the TCR binds to the epitope). (2) The epitope is FRYMNSQGL. The TCR CDR3 sequence is CASSPGVWDTEAFF. Result: 1 (the TCR binds to the epitope). (3) The epitope is KAYNVTQAF. The TCR CDR3 sequence is CANGKANTGELFF. Result: 0 (the TCR does not bind to the epitope). (4) The TCR CDR3 sequence is CASSQGIIILAGGPMETQYF. Result: 1 (the TCR binds to the epitope). The epitope is KLSYGIATV. (5) The epitope is GILGFVFTL. The TCR CDR3 sequence is CASSSRAGDTQYF. Result: 1 (the TCR binds to the epitope). (6) The epitope is GILGFVFTL. The TCR CDR3 sequence is CAASTGNYGYTF. Result: 1 (the TCR binds to the epitope). (7) Result: 0 (the TCR does not bind to the epitope). The TCR CDR3 sequence is CASGGQGDRQPQHF. The epitope is GTITVEELK. (8) The epitope is SLFNTVATLY. The TCR CDR3 sequence is CASTGTSGGPTLRDEQFF. Result: 1 (the TCR binds to the epitope). (9) The epitope is YLDAYNMMI. The TCR CDR3 sequence is CASDYLSGVTDTQYF. Result: 1 (the TCR binds to the epitope).